Task: Predict the product of the given reaction.. Dataset: Forward reaction prediction with 1.9M reactions from USPTO patents (1976-2016) Given the reactants [NH2:1][C:2]1[CH:7]=[C:6]([F:8])[C:5]([Br:9])=[CH:4][C:3]=1[NH:10][CH:11]1[CH2:16][CH2:15][N:14]([C:17]([O:19][C:20]([CH3:23])([CH3:22])[CH3:21])=[O:18])[CH2:13][CH2:12]1.[C:24](C1NC=CN=1)(C1NC=CN=1)=[O:25], predict the reaction product. The product is: [F:8][C:6]1[C:5]([Br:9])=[CH:4][C:3]2[N:10]([CH:11]3[CH2:16][CH2:15][N:14]([C:17]([O:19][C:20]([CH3:23])([CH3:22])[CH3:21])=[O:18])[CH2:13][CH2:12]3)[C:24](=[O:25])[NH:1][C:2]=2[CH:7]=1.